Task: Predict which catalyst facilitates the given reaction.. Dataset: Catalyst prediction with 721,799 reactions and 888 catalyst types from USPTO (1) Reactant: [N:1]([CH2:4][CH2:5][O:6][CH2:7][CH2:8][OH:9])=[N+:2]=[N-:3].N1C=CC=CC=1.[C:16]1([CH3:26])[CH:21]=[CH:20][C:19]([S:22](Cl)(=[O:24])=[O:23])=[CH:18][CH:17]=1. Product: [N:1]([CH2:4][CH2:5][O:6][CH2:7][CH2:8][O:9][S:22]([C:19]1[CH:20]=[CH:21][C:16]([CH3:26])=[CH:17][CH:18]=1)(=[O:24])=[O:23])=[N+:2]=[N-:3]. The catalyst class is: 64. (2) Reactant: [CH2:1]([N:8]([CH2:37][C:38]1[CH:43]=[CH:42][CH:41]=[CH:40][CH:39]=1)[CH:9]1[CH2:14][CH2:13][CH:12]([C:15]2[N:19]3[C:20]4[CH:26]=[CH:25][N:24](S(C5C=CC(C)=CC=5)(=O)=O)[C:21]=4[N:22]=[CH:23][C:18]3=[N:17][CH:16]=2)[CH2:11][CH2:10]1)[C:2]1[CH:7]=[CH:6][CH:5]=[CH:4][CH:3]=1.[OH-].[Na+]. Product: [CH2:37]([N:8]([CH2:1][C:2]1[CH:3]=[CH:4][CH:5]=[CH:6][CH:7]=1)[C@H:9]1[CH2:14][CH2:13][C@@H:12]([C:15]2[N:19]3[C:20]4[CH:26]=[CH:25][NH:24][C:21]=4[N:22]=[CH:23][C:18]3=[N:17][CH:16]=2)[CH2:11][CH2:10]1)[C:38]1[CH:43]=[CH:42][CH:41]=[CH:40][CH:39]=1. The catalyst class is: 12. (3) Reactant: [CH2:1]([O:8][C:9]1[CH:14]=[CH:13][C:12]([C:15]2[CH:19]=[C:18]([C:20]([O:22]CC)=[O:21])[O:17][N:16]=2)=[CH:11][CH:10]=1)[C:2]1[CH:7]=[CH:6][CH:5]=[CH:4][CH:3]=1.[OH-].[Na+].Cl. Product: [CH2:1]([O:8][C:9]1[CH:10]=[CH:11][C:12]([C:15]2[CH:19]=[C:18]([C:20]([OH:22])=[O:21])[O:17][N:16]=2)=[CH:13][CH:14]=1)[C:2]1[CH:3]=[CH:4][CH:5]=[CH:6][CH:7]=1. The catalyst class is: 1. (4) Reactant: [F:1][C:2]1[CH:3]=[C:4]([C:8]2[CH:16]=[CH:15][CH:14]=[C:13]3[C:9]=2/[C:10](=[CH:18]/[C:19]2[NH:20][C:21]([CH3:27])=[CH:22][C:23]=2[C:24](O)=[O:25])/[C:11](=[O:17])[NH:12]3)[CH:5]=[CH:6][CH:7]=1.[N:28]1([CH2:33][C@@H:34]2[CH2:39][CH2:38]CN[CH2:35]2)[CH2:32][CH2:31][CH2:30][CH2:29]1.C1C=CC2N(O)N=[N:46][C:44]=2C=1.C(Cl)CCl. Product: [F:1][C:2]1[CH:3]=[C:4]([C:8]2[CH:16]=[CH:15][CH:14]=[C:13]3[C:9]=2/[C:10](=[CH:18]/[C:19]2[NH:20][C:21]([CH3:27])=[CH:22][C:23]=2[C:24]([N:46]2[CH2:44][CH2:35][CH:34]([CH2:33][N:28]4[CH2:29][CH2:30][CH2:31][CH2:32]4)[CH2:39][CH2:38]2)=[O:25])/[C:11](=[O:17])[NH:12]3)[CH:5]=[CH:6][CH:7]=1. The catalyst class is: 577. (5) Reactant: [CH3:1][N:2]1[CH2:7][CH2:6][N:5]([CH:8]([C:13]2[C:18]([CH3:19])=[CH:17][CH:16]=[CH:15][N:14]=2)[C:9]([NH:11][NH2:12])=[O:10])[CH2:4][CH2:3]1.O1CCOCC1.CCCCCCCCCCCC.I[C:39]1[CH:44]=[C:43]([C:45]([F:48])([F:47])[F:46])[CH:42]=[C:41]([C:49]([F:52])([F:51])[F:50])[CH:40]=1.NC1(N)CCCCC1.C([O-])([O-])=O.[K+].[K+]. Product: [F:46][C:45]([F:47])([F:48])[C:43]1[CH:44]=[C:39]([NH:12][NH:11][C:9](=[O:10])[CH:8]([N:5]2[CH2:4][CH2:3][N:2]([CH3:1])[CH2:7][CH2:6]2)[C:13]2[C:18]([CH3:19])=[CH:17][CH:16]=[CH:15][N:14]=2)[CH:40]=[C:41]([C:49]([F:50])([F:51])[F:52])[CH:42]=1. The catalyst class is: 205. (6) Reactant: C(N(CC)CC)C.[CH3:8][O:9][CH:10]([O:20][CH3:21])[C:11]1[CH:19]=[CH:18][C:14](C(O)=O)=[CH:13][CH:12]=1.ClC([O:25][CH2:26]C)=O.[NH2:28][NH2:29]. Product: [CH3:21][O:20][CH:10]([C:11]1[CH:12]=[CH:13][CH:14]=[CH:18][C:19]=1[C:26]([NH:28][NH2:29])=[O:25])[O:9][CH3:8]. The catalyst class is: 4.